This data is from Catalyst prediction with 721,799 reactions and 888 catalyst types from USPTO. The task is: Predict which catalyst facilitates the given reaction. (1) Reactant: [CH3:1][O:2][C:3](=[O:28])[CH:4]=[CH:5][C:6]12[CH2:13][CH2:12][C:9]([C:14]3[NH:22][C:21]4[C:20](=[O:23])[NH:19][C:18](=[O:24])[N:17]([CH2:25][CH2:26][CH3:27])[C:16]=4[N:15]=3)([CH2:10][CH2:11]1)[CH2:8][CH2:7]2. Product: [CH3:1][O:2][C:3](=[O:28])[CH2:4][CH2:5][C:6]12[CH2:11][CH2:10][C:9]([C:14]3[NH:22][C:21]4[C:20](=[O:23])[NH:19][C:18](=[O:24])[N:17]([CH2:25][CH2:26][CH3:27])[C:16]=4[N:15]=3)([CH2:8][CH2:7]1)[CH2:12][CH2:13]2. The catalyst class is: 123. (2) Reactant: [C:1]([Si:5]([O:8][C@@H:9]1[CH2:14][C@@H:13]([O:15][Si](CC)(CC)CC)[CH2:12][CH:11]=[C:10]1[CH2:23]I)([CH3:7])[CH3:6])([CH3:4])([CH3:3])[CH3:2].[In].[CH2:26]=[O:27]. Product: [Si:5]([O:8][C@H:9]1[C:10](=[CH2:23])[C@H:11]([CH2:26][OH:27])[CH2:12][C@H:13]([OH:15])[CH2:14]1)([C:1]([CH3:2])([CH3:3])[CH3:4])([CH3:6])[CH3:7]. The catalyst class is: 132. (3) Reactant: [CH3:1][C:2]1[S:3][CH:4]=[C:5]([C:7]([NH:9][C:10]2[C:11]3[C:15]([CH:16]=[C:17](B4OC(C)(C)CC(C)(C)O4)[CH:18]=2)=[N:14][N:13](C2CCCCO2)[CH:12]=3)=[O:8])[N:6]=1.Br[C:36]1[CH:44]=[C:43]([C:45]#[N:46])[CH:42]=[C:41]2[C:37]=1[CH:38]=[CH:39][NH:40]2.C(=O)([O-])[O-].[Na+].[Na+]. Product: [C:45]([C:43]1[CH:42]=[C:41]2[C:37]([CH:38]=[CH:39][NH:40]2)=[C:36]([C:17]2[CH:16]=[C:15]3[C:11]([CH:12]=[N:13][NH:14]3)=[C:10]([NH:9][C:7]([C:5]3[N:6]=[C:2]([CH3:1])[S:3][CH:4]=3)=[O:8])[CH:18]=2)[CH:44]=1)#[N:46]. The catalyst class is: 117. (4) Reactant: [Br:1][C:2]1[CH:26]=[CH:25][C:5]2[C:6]([C:15](C)([CH3:23])[C:16](OC(C)(C)C)=O)=[N:7][C:8]3[C:13]([C:4]=2[CH:3]=1)=[C:12](Cl)[N:11]=[CH:10][CH:9]=3.C(O)(C(F)(F)F)=[O:28]. Product: [Br:1][C:2]1[CH:26]=[CH:25][C:5]2[C:6]([CH:15]([CH3:23])[CH3:16])=[N:7][C:8]3[CH:9]=[CH:10][NH:11][C:12](=[O:28])[C:13]=3[C:4]=2[CH:3]=1. The catalyst class is: 4. (5) Reactant: Cl.Cl.[P:3]([OH:40])([OH:39])([O:5][CH2:6][CH2:7][N:8]([CH2:10][CH2:11][CH2:12][O:13][C:14]1[CH:15]=[CH:16][C:17]([C:28]2[CH:33]=[CH:32][CH:31]=[C:30]([S:34]([CH2:37][CH3:38])(=[O:36])=[O:35])[CH:29]=2)=[C:18]2[C:22]=1[NH:21][C:20]1[N:23]=[CH:24][C:25]([CH3:27])=[CH:26][C:19]2=1)[CH3:9])=[O:4].C12OC1CCCC2. Product: [P:3]([OH:39])([OH:40])([O:5][CH2:6][CH2:7][N:8]([CH2:10][CH2:11][CH2:12][O:13][C:14]1[CH:15]=[CH:16][C:17]([C:28]2[CH:33]=[CH:32][CH:31]=[C:30]([S:34]([CH2:37][CH3:38])(=[O:35])=[O:36])[CH:29]=2)=[C:18]2[C:22]=1[NH:21][C:20]1[N:23]=[CH:24][C:25]([CH3:27])=[CH:26][C:19]2=1)[CH3:9])=[O:4]. The catalyst class is: 5.